Dataset: Forward reaction prediction with 1.9M reactions from USPTO patents (1976-2016). Task: Predict the product of the given reaction. (1) Given the reactants Cl[C:2]1[C:11]2[CH2:10][CH2:9][C:8]3[CH:12]=[CH:13][C:14]([O:16][CH3:17])=[CH:15][C:7]=3[C:6]=2[N:5]=[CH:4][N:3]=1.[CH3:18][C:19]1[N:23]([CH3:24])[C:22]([C:25]2[CH:26]=[C:27]([NH2:31])[CH:28]=[CH:29][CH:30]=2)=[CH:21][N:20]=1.[OH-].[Na+], predict the reaction product. The product is: [CH3:18][C:19]1[N:23]([CH3:24])[C:22]([C:25]2[CH:26]=[C:27]([NH:31][C:2]3[C:11]4[CH2:10][CH2:9][C:8]5[CH:12]=[CH:13][C:14]([O:16][CH3:17])=[CH:15][C:7]=5[C:6]=4[N:5]=[CH:4][N:3]=3)[CH:28]=[CH:29][CH:30]=2)=[CH:21][N:20]=1. (2) Given the reactants [CH2:1]([O:8][C:9]1[CH:10]=[C:11]([CH2:17][OH:18])[CH:12]=[C:13]([O:15][CH3:16])[CH:14]=1)[C:2]1[CH:7]=[CH:6][CH:5]=[CH:4][CH:3]=1.I(C1C=CC=CC=1C(O)=O)(=O)=O.O, predict the reaction product. The product is: [CH2:1]([O:8][C:9]1[CH:10]=[C:11]([CH:12]=[C:13]([O:15][CH3:16])[CH:14]=1)[CH:17]=[O:18])[C:2]1[CH:3]=[CH:4][CH:5]=[CH:6][CH:7]=1. (3) Given the reactants [NH2:1][C:2]1[CH:3]=[CH:4][C:5]([O:8][C:9]2[CH:14]=[CH:13][C:12]([CH2:15][CH2:16][C:17]([O:19][CH2:20][CH3:21])=[O:18])=[CH:11][C:10]=2[O:22][CH3:23])=[N:6][CH:7]=1.N1C=CC=CC=1.[Cl:30][C:31]1[CH:32]=[C:33]([CH:37]=[CH:38][C:39]=1[Cl:40])[C:34](Cl)=[O:35].Cl, predict the reaction product. The product is: [Cl:30][C:31]1[CH:32]=[C:33]([CH:37]=[CH:38][C:39]=1[Cl:40])[C:34]([NH:1][C:2]1[CH:3]=[CH:4][C:5]([O:8][C:9]2[CH:14]=[CH:13][C:12]([CH2:15][CH2:16][C:17]([O:19][CH2:20][CH3:21])=[O:18])=[CH:11][C:10]=2[O:22][CH3:23])=[N:6][CH:7]=1)=[O:35].